Dataset: Catalyst prediction with 721,799 reactions and 888 catalyst types from USPTO. Task: Predict which catalyst facilitates the given reaction. (1) Reactant: Br[C:2]1[CH:3]=[CH:4][C:5]([C:8]([NH:10][CH2:11][CH2:12][C:13]([F:16])([F:15])[F:14])=[O:9])=[N:6][CH:7]=1.C([Sn](CCCC)(CCCC)[C:22]([O:24]CC)=[CH2:23])CCC.Cl.C([O-])(O)=O.[Na+]. Product: [C:22]([C:2]1[CH:3]=[CH:4][C:5]([C:8]([NH:10][CH2:11][CH2:12][C:13]([F:16])([F:15])[F:14])=[O:9])=[N:6][CH:7]=1)(=[O:24])[CH3:23]. The catalyst class is: 747. (2) Reactant: [Br:1][C:2]1[CH:3]=[N:4][C:5]([C:8]([OH:10])=[O:9])=[N:6][CH:7]=1.[C:11](Cl)(=O)C. Product: [Br:1][C:2]1[CH:3]=[N:4][C:5]([C:8]([O:10][CH3:11])=[O:9])=[N:6][CH:7]=1. The catalyst class is: 5. (3) Reactant: [CH3:1][N:2]([CH:10]1[CH2:15][CH2:14][CH2:13][CH2:12][O:11]1)[C:3]1[S:4][C:5]([CH:8]=O)=[CH:6][N:7]=1.[NH2:16][C:17]1[S:18][CH:19]=[CH:20][N:21]=1.[BH4-].[Na+]. Product: [CH3:1][N:2]([CH:10]1[CH2:15][CH2:14][CH2:13][CH2:12][O:11]1)[C:3]1[S:4][C:5]([CH2:8][NH:16][C:17]2[S:18][CH:19]=[CH:20][N:21]=2)=[CH:6][N:7]=1. The catalyst class is: 780. (4) Reactant: [CH3:1]C(C)([O-])C.[K+].CC(C)([O-])C.[CH3:12][CH:13]([C:19]([CH3:21])=[O:20])[C:14]([O:16][CH2:17][CH3:18])=[O:15].[CH2:22]([O:24][C:25](=[O:32])[CH2:26][CH2:27][CH2:28][CH2:29]CBr)[CH3:23]. Product: [C:19]([C:13]([CH3:1])([CH2:12][CH2:29][CH2:28][CH2:27][CH2:26][C:25]([O:24][CH2:22][CH3:23])=[O:32])[C:14]([O:16][CH2:17][CH3:18])=[O:15])(=[O:20])[CH3:21]. The catalyst class is: 107. (5) Reactant: [CH3:1][C@@H:2]1[CH2:4][C@H:3]1[C:5]([OH:7])=O.C(N1C=CN=C1)(N1C=CN=C1)=O.Cl.[CH3:21][NH:22][O:23][CH3:24]. Product: [CH3:24][O:23][N:22]([CH3:21])[C:5]([C@@H:3]1[CH2:4][C@H:2]1[CH3:1])=[O:7]. The catalyst class is: 4. (6) Reactant: [NH2:1][CH2:2][C:3]1[C:12]2[C:7](=[CH:8][CH:9]=[CH:10][CH:11]=2)[C:6]([NH2:13])=[CH:5][CH:4]=1.[CH3:14][C:15]([O:18][C:19](O[C:19]([O:18][C:15]([CH3:17])([CH3:16])[CH3:14])=[O:20])=[O:20])([CH3:17])[CH3:16].CCN(C(C)C)C(C)C. Product: [C:15]([O:18][C:19](=[O:20])[NH:1][CH2:2][C:3]1[C:12]2[C:7](=[CH:8][CH:9]=[CH:10][CH:11]=2)[C:6]([NH2:13])=[CH:5][CH:4]=1)([CH3:17])([CH3:16])[CH3:14]. The catalyst class is: 125. (7) The catalyst class is: 1. Reactant: CC(OC(/N=N/C(OC(C)C)=O)=O)C.C1C=CC(P(C2C=CC=CC=2)C2C=CC=CC=2)=CC=1.[F:34][C:35]1[CH:36]=[C:37]([CH:40]=[CH:41][C:42]=1[OH:43])[C:38]#[N:39].[CH2:44](O)[C:45]1[CH:50]=[CH:49][CH:48]=[CH:47][CH:46]=1. Product: [CH2:44]([O:43][C:42]1[CH:41]=[CH:40][C:37]([C:38]#[N:39])=[CH:36][C:35]=1[F:34])[C:45]1[CH:50]=[CH:49][CH:48]=[CH:47][CH:46]=1.